Dataset: Forward reaction prediction with 1.9M reactions from USPTO patents (1976-2016). Task: Predict the product of the given reaction. (1) Given the reactants C[O:2][C:3]([C:5]1[N:6]=[C:7]([C:23]#[N:24])[C:8]2[C:13]([C:14]=1[OH:15])=[CH:12][CH:11]=[C:10]([O:16][C:17]1[CH:22]=[CH:21][CH:20]=[CH:19][CH:18]=1)[CH:9]=2)=[O:4].[OH-].[Na+].CO, predict the reaction product. The product is: [C:23]([C:7]1[C:8]2[C:13](=[CH:12][CH:11]=[C:10]([O:16][C:17]3[CH:22]=[CH:21][CH:20]=[CH:19][CH:18]=3)[CH:9]=2)[C:14]([OH:15])=[C:5]([C:3]([OH:4])=[O:2])[N:6]=1)#[N:24]. (2) The product is: [Cl:1][C:2]1[CH:7]=[CH:6][C:5]([N:8]2[C:13](=[O:14])[C:12]3[O:15][C:16]4[C:21]([O:22][CH:23]([F:25])[F:24])=[CH:20][CH:19]=[C:18]([C:26]([OH:28])=[O:27])[C:17]=4[C:11]=3[CH:10]=[N:9]2)=[CH:4][CH:3]=1. Given the reactants [Cl:1][C:2]1[CH:7]=[CH:6][C:5]([N:8]2[C:13](=[O:14])[C:12]3[O:15][C:16]4[C:21]([O:22][CH:23]([F:25])[F:24])=[CH:20][CH:19]=[C:18]([C:26]([O:28]CC)=[O:27])[C:17]=4[C:11]=3[CH:10]=[N:9]2)=[CH:4][CH:3]=1.[OH-].[Na+], predict the reaction product. (3) Given the reactants Cl[C:2]1[CH:3]=[C:4]([CH:18]([F:20])[F:19])[C:5]([N:8]2[CH2:13][CH2:12][CH:11]([C:14]([OH:17])([CH3:16])[CH3:15])[CH2:10][CH2:9]2)=[N:6][CH:7]=1.[B:21]1(B2OC(C)(C)C(C)(C)O2)[O:25]C(C)(C)C(C)(C)[O:22]1.C([O-])(=O)C.[K+].COC1C=CC=C(OC)C=1C1C=CC=CC=1P(C1CCCCC1)C1CCCCC1, predict the reaction product. The product is: [F:19][CH:18]([F:20])[C:4]1[CH:3]=[C:2]([B:21]([OH:25])[OH:22])[CH:7]=[N:6][C:5]=1[N:8]1[CH2:13][CH2:12][CH:11]([C:14]([OH:17])([CH3:16])[CH3:15])[CH2:10][CH2:9]1. (4) Given the reactants [I:1][C:2]1[CH:3]=[CH:4][C:5]([NH2:9])=[N:6][C:7]=1[CH3:8].Br[CH2:11][C:12](=O)[C:13]([O:15][CH2:16][CH3:17])=[O:14], predict the reaction product. The product is: [I:1][C:2]1[CH:3]=[CH:4][C:5]2[N:6]([C:11]([C:5]3[CH:4]=[CH:3][CH:2]=[CH:7][N:6]=3)=[C:12]([C:13]([O:15][CH2:16][CH3:17])=[O:14])[N:9]=2)[C:7]=1[CH3:8]. (5) Given the reactants [NH2:1][C:2]1[CH:20]=[CH:19][C:5]([CH2:6][CH:7]2[CH2:11][CH2:10][N:9]([CH:12]3[CH2:17][CH2:16][CH2:15][CH2:14][CH2:13]3)[C:8]2=[O:18])=[C:4]([Cl:21])[CH:3]=1.[N:22]([CH2:25][C:26]([O:28][CH2:29][CH3:30])=[O:27])=[C:23]=[O:24], predict the reaction product. The product is: [Cl:21][C:4]1[CH:3]=[C:2]([NH:1][C:23]([NH:22][CH2:25][C:26]([O:28][CH2:29][CH3:30])=[O:27])=[O:24])[CH:20]=[CH:19][C:5]=1[CH2:6][CH:7]1[CH2:11][CH2:10][N:9]([CH:12]2[CH2:17][CH2:16][CH2:15][CH2:14][CH2:13]2)[C:8]1=[O:18]. (6) Given the reactants O=P(Cl)(Cl)Cl.[CH:6]1([CH2:9][C:10](N(C)C)=[O:11])[CH2:8][CH2:7]1.[Cl:15][C:16]1[CH:21]=[CH:20][C:19]([C:22]2[N:23]([CH3:28])[CH:24]=[CH:25][C:26]=2[CH3:27])=[CH:18][CH:17]=1.C([O-])(=O)C.[Na+], predict the reaction product. The product is: [Cl:15][C:16]1[CH:17]=[CH:18][C:19]([C:22]2[N:23]([CH3:28])[C:24]([C:10](=[O:11])[CH2:9][CH:6]3[CH2:7][CH2:8]3)=[CH:25][C:26]=2[CH3:27])=[CH:20][CH:21]=1. (7) Given the reactants [Br:1][C:2]1[CH:7]=[CH:6][C:5]([OH:8])=[C:4]([F:9])[CH:3]=1.O[CH:11]1[CH2:16][CH2:15][O:14][CH2:13][CH2:12]1.C1(P(C2C=CC=CC=2)C2C=CC=CC=2)C=CC=CC=1.CC(OC(/N=N/C(OC(C)C)=O)=O)C, predict the reaction product. The product is: [Br:1][C:2]1[CH:7]=[CH:6][C:5]([O:8][CH:11]2[CH2:16][CH2:15][O:14][CH2:13][CH2:12]2)=[C:4]([F:9])[CH:3]=1. (8) The product is: [F:1][C:2]1[C:3](=[O:21])[N:4]([C:9]2[CH:10]=[CH:11][C:12]([N:15]3[CH2:20][CH2:19][N:18]([CH2:33][CH2:34][CH2:35][C:36]4[C:44]5[C:39](=[CH:40][CH:41]=[C:42]([C:45]#[N:46])[CH:43]=5)[NH:38][CH:37]=4)[CH2:17][CH2:16]3)=[CH:13][CH:14]=2)[CH:5]=[C:6]([F:8])[CH:7]=1. Given the reactants [F:1][C:2]1[C:3](=[O:21])[N:4]([C:9]2[CH:14]=[CH:13][C:12]([N:15]3[CH2:20][CH2:19][NH:18][CH2:17][CH2:16]3)=[CH:11][CH:10]=2)[CH:5]=[C:6]([F:8])[CH:7]=1.CC1C=CC(S(O[CH2:33][CH2:34][CH2:35][C:36]2[C:44]3[C:39](=[CH:40][CH:41]=[C:42]([C:45]#[N:46])[CH:43]=3)[NH:38][CH:37]=2)(=O)=O)=CC=1.C(=O)([O-])[O-].[K+].[K+].[I-].[K+], predict the reaction product. (9) Given the reactants C(S[C:9](=[O:46])[CH:10]([CH2:39][C:40]1[CH:45]=[CH:44][CH:43]=[CH:42][CH:41]=1)[CH:11]([OH:38])[CH:12]=[CH:13][CH:14]([OH:37])[CH2:15][CH:16]([NH:29][C:30]([O:32][C:33]([CH3:36])([CH3:35])[CH3:34])=[O:31])[CH2:17][C:18]1[CH:23]=[CH:22][C:21]([O:24][C:25]([CH3:28])([CH3:27])[CH3:26])=[CH:20][CH:19]=1)C1C=CC=CC=1.[Li+].[OH-:48].OO.Cl, predict the reaction product. The product is: [CH2:39]([CH:10]([CH:11]([OH:38])[CH:12]=[CH:13][CH:14]([OH:37])[CH2:15][CH:16]([NH:29][C:30]([O:32][C:33]([CH3:35])([CH3:34])[CH3:36])=[O:31])[CH2:17][C:18]1[CH:23]=[CH:22][C:21]([O:24][C:25]([CH3:26])([CH3:28])[CH3:27])=[CH:20][CH:19]=1)[C:9]([OH:46])=[O:48])[C:40]1[CH:41]=[CH:42][CH:43]=[CH:44][CH:45]=1.